This data is from NCI-60 drug combinations with 297,098 pairs across 59 cell lines. The task is: Regression. Given two drug SMILES strings and cell line genomic features, predict the synergy score measuring deviation from expected non-interaction effect. (1) Drug 1: CCCCCOC(=O)NC1=NC(=O)N(C=C1F)C2C(C(C(O2)C)O)O. Drug 2: CC1=C2C(C(=O)C3(C(CC4C(C3C(C(C2(C)C)(CC1OC(=O)C(C(C5=CC=CC=C5)NC(=O)C6=CC=CC=C6)O)O)OC(=O)C7=CC=CC=C7)(CO4)OC(=O)C)O)C)OC(=O)C. Cell line: LOX IMVI. Synergy scores: CSS=13.8, Synergy_ZIP=-0.918, Synergy_Bliss=-5.08, Synergy_Loewe=-39.0, Synergy_HSA=-4.95. (2) Drug 1: CC1C(C(=O)NC(C(=O)N2CCCC2C(=O)N(CC(=O)N(C(C(=O)O1)C(C)C)C)C)C(C)C)NC(=O)C3=C4C(=C(C=C3)C)OC5=C(C(=O)C(=C(C5=N4)C(=O)NC6C(OC(=O)C(N(C(=O)CN(C(=O)C7CCCN7C(=O)C(NC6=O)C(C)C)C)C)C(C)C)C)N)C. Drug 2: CC1=C(C(CCC1)(C)C)C=CC(=CC=CC(=CC(=O)O)C)C. Cell line: COLO 205. Synergy scores: CSS=38.9, Synergy_ZIP=12.1, Synergy_Bliss=11.8, Synergy_Loewe=3.09, Synergy_HSA=13.2. (3) Drug 1: CCC1(CC2CC(C3=C(CCN(C2)C1)C4=CC=CC=C4N3)(C5=C(C=C6C(=C5)C78CCN9C7C(C=CC9)(C(C(C8N6C=O)(C(=O)OC)O)OC(=O)C)CC)OC)C(=O)OC)O.OS(=O)(=O)O. Synergy scores: CSS=35.4, Synergy_ZIP=-2.23, Synergy_Bliss=3.79, Synergy_Loewe=5.27, Synergy_HSA=7.14. Drug 2: C1=NC2=C(N=C(N=C2N1C3C(C(C(O3)CO)O)O)F)N. Cell line: SN12C. (4) Drug 1: CC1=C(C=C(C=C1)NC(=O)C2=CC=C(C=C2)CN3CCN(CC3)C)NC4=NC=CC(=N4)C5=CN=CC=C5. Drug 2: CNC(=O)C1=NC=CC(=C1)OC2=CC=C(C=C2)NC(=O)NC3=CC(=C(C=C3)Cl)C(F)(F)F. Cell line: M14. Synergy scores: CSS=-1.36, Synergy_ZIP=0.640, Synergy_Bliss=-0.863, Synergy_Loewe=-0.428, Synergy_HSA=-3.04. (5) Drug 2: CC=C1C(=O)NC(C(=O)OC2CC(=O)NC(C(=O)NC(CSSCCC=C2)C(=O)N1)C(C)C)C(C)C. Drug 1: COC1=NC(=NC2=C1N=CN2C3C(C(C(O3)CO)O)O)N. Cell line: M14. Synergy scores: CSS=8.96, Synergy_ZIP=-1.81, Synergy_Bliss=-3.86, Synergy_Loewe=-62.6, Synergy_HSA=-22.2. (6) Cell line: A498. Drug 2: C(CN)CNCCSP(=O)(O)O. Drug 1: C(=O)(N)NO. Synergy scores: CSS=-1.82, Synergy_ZIP=0.400, Synergy_Bliss=-0.681, Synergy_Loewe=0.0892, Synergy_HSA=-2.21. (7) Drug 1: C1=NC2=C(N=C(N=C2N1C3C(C(C(O3)CO)O)F)Cl)N. Drug 2: CC1C(C(CC(O1)OC2CC(CC3=C2C(=C4C(=C3O)C(=O)C5=C(C4=O)C(=CC=C5)OC)O)(C(=O)CO)O)N)O.Cl. Cell line: EKVX. Synergy scores: CSS=3.91, Synergy_ZIP=-0.528, Synergy_Bliss=-1.63, Synergy_Loewe=-3.67, Synergy_HSA=-3.36. (8) Drug 1: C1C(C(OC1N2C=C(C(=O)NC2=O)F)CO)O. Drug 2: CCCCCOC(=O)NC1=NC(=O)N(C=C1F)C2C(C(C(O2)C)O)O. Cell line: CAKI-1. Synergy scores: CSS=-8.08, Synergy_ZIP=3.77, Synergy_Bliss=-1.12, Synergy_Loewe=-8.63, Synergy_HSA=-8.59.